From a dataset of NCI-60 drug combinations with 297,098 pairs across 59 cell lines. Regression. Given two drug SMILES strings and cell line genomic features, predict the synergy score measuring deviation from expected non-interaction effect. (1) Drug 1: CC1=C2C(C(=O)C3(C(CC4C(C3C(C(C2(C)C)(CC1OC(=O)C(C(C5=CC=CC=C5)NC(=O)C6=CC=CC=C6)O)O)OC(=O)C7=CC=CC=C7)(CO4)OC(=O)C)O)C)OC(=O)C. Drug 2: C1=CC=C(C=C1)NC(=O)CCCCCCC(=O)NO. Cell line: HCT116. Synergy scores: CSS=61.1, Synergy_ZIP=0.340, Synergy_Bliss=-1.21, Synergy_Loewe=-3.69, Synergy_HSA=0.875. (2) Drug 1: CC1C(C(CC(O1)OC2CC(CC3=C2C(=C4C(=C3O)C(=O)C5=C(C4=O)C(=CC=C5)OC)O)(C(=O)C)O)N)O.Cl. Drug 2: CCCCC(=O)OCC(=O)C1(CC(C2=C(C1)C(=C3C(=C2O)C(=O)C4=C(C3=O)C=CC=C4OC)O)OC5CC(C(C(O5)C)O)NC(=O)C(F)(F)F)O. Cell line: BT-549. Synergy scores: CSS=8.21, Synergy_ZIP=-6.51, Synergy_Bliss=-3.31, Synergy_Loewe=-3.67, Synergy_HSA=-3.40. (3) Drug 1: C1=C(C(=O)NC(=O)N1)F. Drug 2: CN1C2=C(C=C(C=C2)N(CCCl)CCCl)N=C1CCCC(=O)O.Cl. Cell line: HL-60(TB). Synergy scores: CSS=42.2, Synergy_ZIP=-16.2, Synergy_Bliss=-20.5, Synergy_Loewe=-23.5, Synergy_HSA=-16.5. (4) Drug 1: C1CC(=O)NC(=O)C1N2CC3=C(C2=O)C=CC=C3N. Drug 2: CNC(=O)C1=NC=CC(=C1)OC2=CC=C(C=C2)NC(=O)NC3=CC(=C(C=C3)Cl)C(F)(F)F. Cell line: HT29. Synergy scores: CSS=31.4, Synergy_ZIP=1.92, Synergy_Bliss=1.37, Synergy_Loewe=-5.63, Synergy_HSA=0.848. (5) Cell line: UO-31. Drug 1: C1=NC2=C(N=C(N=C2N1C3C(C(C(O3)CO)O)F)Cl)N. Synergy scores: CSS=1.68, Synergy_ZIP=-0.590, Synergy_Bliss=0.392, Synergy_Loewe=-0.510, Synergy_HSA=-0.0622. Drug 2: C(CC(=O)O)C(=O)CN.Cl.